From a dataset of Forward reaction prediction with 1.9M reactions from USPTO patents (1976-2016). Predict the product of the given reaction. (1) The product is: [F:17][C:12]1[CH:11]=[C:10]2[C:15]([CH2:16][N:8]([C:4]3[CH:5]=[CH:6][CH:7]=[C:2]([B:23]4[O:24][C:25]([CH3:27])([CH3:26])[C:21]([CH3:37])([CH3:20])[O:22]4)[C:3]=3[CH3:19])[C:9]2=[O:18])=[CH:14][CH:13]=1. Given the reactants Br[C:2]1[C:3]([CH3:19])=[C:4]([N:8]2[CH2:16][C:15]3[C:10](=[CH:11][C:12]([F:17])=[CH:13][CH:14]=3)[C:9]2=[O:18])[CH:5]=[CH:6][CH:7]=1.[CH3:20][C:21]1([CH3:37])[C:25]([CH3:27])([CH3:26])[O:24][B:23]([B:23]2[O:24][C:25]([CH3:27])([CH3:26])[C:21]([CH3:37])([CH3:20])[O:22]2)[O:22]1.C([O-])(=O)C.[K+].C(Cl)Cl, predict the reaction product. (2) Given the reactants [Cl:1][C:2]1[CH:3]=[N:4][C:5]2[C:10]([C:11]=1[CH2:12][CH2:13][CH2:14][C:15]1([C:29]([O:31]CC)=[O:30])[CH2:20][CH2:19][N:18]([CH2:21][CH2:22][S:23][CH:24]3[CH2:28][CH2:27][CH2:26][CH2:25]3)[CH2:17][CH2:16]1)=[CH:9][C:8]([O:34][CH3:35])=[CH:7][CH:6]=2.[ClH:36], predict the reaction product. The product is: [ClH:1].[ClH:36].[Cl:1][C:2]1[CH:3]=[N:4][C:5]2[C:10]([C:11]=1[CH2:12][CH2:13][CH2:14][C:15]1([C:29]([OH:31])=[O:30])[CH2:20][CH2:19][N:18]([CH2:21][CH2:22][S:23][CH:24]3[CH2:25][CH2:26][CH2:27][CH2:28]3)[CH2:17][CH2:16]1)=[CH:9][C:8]([O:34][CH3:35])=[CH:7][CH:6]=2.